This data is from Forward reaction prediction with 1.9M reactions from USPTO patents (1976-2016). The task is: Predict the product of the given reaction. (1) Given the reactants Cl[C:2]1[CH:22]=[CH:21][C:5]([C:6]([NH:8][C:9]2[CH:14]=[CH:13][C:12]([CH:15]3[CH2:20][CH2:19][CH2:18][CH2:17][CH2:16]3)=[CH:11][CH:10]=2)=[O:7])=[CH:4][N:3]=1.O.[NH2:24][NH2:25], predict the reaction product. The product is: [CH:15]1([C:12]2[CH:13]=[CH:14][C:9]([NH:8][C:6](=[O:7])[C:5]3[CH:21]=[CH:22][C:2]([NH:24][NH2:25])=[N:3][CH:4]=3)=[CH:10][CH:11]=2)[CH2:20][CH2:19][CH2:18][CH2:17][CH2:16]1. (2) The product is: [C:1]([C@H:5]1[CH2:10][CH2:9][C@H:8]([O:11][C:12]2[CH:21]=[CH:20][CH:19]=[C:18]3[C:13]=2[CH:14]=[CH:15][C:16]([CH2:22][N:32]2[CH:29]4[CH2:30][CH2:31][CH:25]2[CH2:26][CH:27]([C:33]([O:35][CH3:36])=[O:34])[CH2:28]4)=[CH:17]3)[CH2:7][CH2:6]1)([CH3:4])([CH3:3])[CH3:2]. Given the reactants [C:1]([C@H:5]1[CH2:10][CH2:9][C@H:8]([O:11][C:12]2[CH:21]=[CH:20][CH:19]=[C:18]3[C:13]=2[CH:14]=[CH:15][C:16]([CH:22]=O)=[CH:17]3)[CH2:7][CH2:6]1)([CH3:4])([CH3:3])[CH3:2].Cl.[CH:25]12[NH:32][CH:29]([CH2:30][CH2:31]1)[CH2:28][CH:27]([C:33]([O:35][CH3:36])=[O:34])[CH2:26]2.[O-]S([O-])(=O)=O.[Na+].[Na+].[BH-](OC(C)=O)(OC(C)=O)OC(C)=O.[Na+], predict the reaction product.